From a dataset of Full USPTO retrosynthesis dataset with 1.9M reactions from patents (1976-2016). Predict the reactants needed to synthesize the given product. Given the product [Br:31][C:7]1[C:8]2[C:9](=[N:10][C:11]([S:14]([Cl:17])(=[O:16])=[O:15])=[CH:12][CH:13]=2)[N:5]([Si:4]([CH:1]([CH3:3])[CH3:2])([CH:18]([CH3:20])[CH3:19])[CH:21]([CH3:23])[CH3:22])[CH:6]=1, predict the reactants needed to synthesize it. The reactants are: [CH:1]([Si:4]([CH:21]([CH3:23])[CH3:22])([CH:18]([CH3:20])[CH3:19])[N:5]1[C:9]2=[N:10][C:11]([S:14]([Cl:17])(=[O:16])=[O:15])=[CH:12][CH:13]=[C:8]2[CH:7]=[CH:6]1)([CH3:3])[CH3:2].C1C(=O)N([Br:31])C(=O)C1.